Task: Predict the reaction yield, written as a fraction of the theoretical maximum amount of product (1.0 means a 100% yield; for example, 0.34 means a 34% yield).. Dataset: Reaction yield outcomes from USPTO patents with 853,638 reactions (1) The reactants are [NH2:1][C:2]1[N:10]=[CH:9][CH:8]=[CH:7][C:3]=1[C:4]([OH:6])=[O:5].[N+:11]([O-])([OH:13])=[O:12].CCOCC. The catalyst is OS(O)(=O)=O. The product is [NH2:1][C:2]1[N:10]=[CH:9][C:8]([N+:11]([O-:13])=[O:12])=[CH:7][C:3]=1[C:4]([OH:6])=[O:5]. The yield is 0.520. (2) The reactants are [C:1]([Si:5](Cl)([CH3:7])[CH3:6])([CH3:4])([CH3:3])[CH3:2].[OH:9][C:10]([CH3:23])([CH2:21][OH:22])[C:11]([O:13][CH2:14][C:15]1[CH:20]=[CH:19][CH:18]=[CH:17][CH:16]=1)=[O:12].N1C=CN=C1. The catalyst is CN(C=O)C. The product is [Si:5]([O:22][CH2:21][C:10]([OH:9])([CH3:23])[C:11]([O:13][CH2:14][C:15]1[CH:20]=[CH:19][CH:18]=[CH:17][CH:16]=1)=[O:12])([C:1]([CH3:4])([CH3:3])[CH3:2])([CH3:7])[CH3:6]. The yield is 0.960. (3) The reactants are [CH2:1]([NH:3][C:4]1[C:9]([N+:10]([O-])=O)=[CH:8][N:7]=[CH:6][C:5]=1[Br:13])[CH3:2].O.O.[Sn](Cl)[Cl:17].CCOC(C)=O.[OH-].[Na+]. The catalyst is Cl. The product is [Br:13][C:5]1[C:4]([NH:3][CH2:1][CH3:2])=[C:9]([NH2:10])[C:8]([Cl:17])=[N:7][CH:6]=1. The yield is 0.800. (4) The reactants are Cl[C:2]1[C:3](=[O:10])[N:4]([CH3:9])[N:5]=[CH:6][C:7]=1Cl.[IH:11].S([O-])([O-])(=O)=S.[Na+].[Na+]. No catalyst specified. The product is [I:11][C:7]1[CH:6]=[N:5][N:4]([CH3:9])[C:3](=[O:10])[CH:2]=1. The yield is 0.430. (5) The reactants are [N:1]([CH2:4][C@@H:5]([N:13]([CH3:17])[C:14](=[O:16])[O-:15])[CH2:6][C@H:7]1[CH2:12][CH2:11][CH2:10][O:9][CH2:8]1)=[N+]=[N-]. The catalyst is CCOC(C)=O.[Pd]. The product is [NH2:1][CH2:4][C@@H:5]([N:13]([CH3:17])[C:14](=[O:16])[O:15][C:7]([CH3:12])([CH3:8])[CH3:6])[CH2:6][C@H:7]1[CH2:12][CH2:11][CH2:10][O:9][CH2:8]1. The yield is 0.910. (6) The reactants are [CH2:1]([NH:3][C:4]([O:6][C@H:7]1[CH2:11][CH2:10][N:9](C(OC(C)(C)C)=O)[CH2:8]1)=[O:5])[CH3:2].Cl. The catalyst is O1CCOCC1. The product is [CH2:1]([NH:3][C:4](=[O:5])[O:6][C@H:7]1[CH2:11][CH2:10][NH:9][CH2:8]1)[CH3:2]. The yield is 0.730. (7) The reactants are [CH3:1][C:2]([CH3:17])([CH3:16])[C:3]#[C:4][C:5]1[CH:10]=[C:9]([N+:11]([O-:13])=[O:12])[CH:8]=[CH:7][C:6]=1[NH:14][CH3:15].CCCC[N+](CCCC)(CCCC)CCCC.[F-]. The catalyst is C1COCC1. The product is [C:2]([C:3]1[N:14]([CH3:15])[C:6]2[C:5]([CH:4]=1)=[CH:10][C:9]([N+:11]([O-:13])=[O:12])=[CH:8][CH:7]=2)([CH3:17])([CH3:16])[CH3:1]. The yield is 0.990. (8) The reactants are [CH3:1][C:2]1[C:6]2[C:7](=[O:19])[N:8]([CH2:11][CH2:12][N:13]3[CH2:18][CH2:17][O:16][CH2:15][CH2:14]3)[CH2:9][CH2:10][C:5]=2[NH:4][C:3]=1[CH:20]=O.[F:22][C:23]1[C:28]([F:29])=[CH:27][CH:26]=[CH:25][C:24]=1[C:30]1[CH:38]=[CH:37][CH:36]=[C:35]2[C:31]=1[CH2:32][C:33](=[O:39])[NH:34]2. No catalyst specified. The product is [F:22][C:23]1[C:28]([F:29])=[CH:27][CH:26]=[CH:25][C:24]=1[C:30]1[CH:38]=[CH:37][CH:36]=[C:35]2[C:31]=1[C:32](=[CH:20][C:3]1[NH:4][C:5]3[CH2:10][CH2:9][N:8]([CH2:11][CH2:12][N:13]4[CH2:14][CH2:15][O:16][CH2:17][CH2:18]4)[C:7](=[O:19])[C:6]=3[C:2]=1[CH3:1])[C:33](=[O:39])[NH:34]2. The yield is 0.333. (9) The product is [CH:1]1([NH:4][C:5](=[O:6])[NH:7][C:8]2[CH:13]=[CH:12][C:11]([O:14][C:15]3[CH:20]=[CH:19][N:18]=[C:17]4[CH:21]=[C:22]([C:24]5[N:25]=[CH:26][C:27]([CH2:30][N:31]6[CH2:32][CH2:33][N:34]([C:50](=[O:51])[C@@H:46]([NH:45][C:38](=[O:39])[O:40][C:41]([CH3:44])([CH3:43])[CH3:42])[CH:47]([CH3:49])[CH3:48])[CH2:35][CH2:36]6)=[CH:28][CH:29]=5)[S:23][C:16]=34)=[C:10]([F:37])[CH:9]=2)[CH2:3][CH2:2]1. The reactants are [CH:1]1([NH:4][C:5]([NH:7][C:8]2[CH:13]=[CH:12][C:11]([O:14][C:15]3[CH:20]=[CH:19][N:18]=[C:17]4[CH:21]=[C:22]([C:24]5[CH:29]=[CH:28][C:27]([CH2:30][N:31]6[CH2:36][CH2:35][NH:34][CH2:33][CH2:32]6)=[CH:26][N:25]=5)[S:23][C:16]=34)=[C:10]([F:37])[CH:9]=2)=[O:6])[CH2:3][CH2:2]1.[C:38]([NH:45][C@H:46]([C:50](O)=[O:51])[CH:47]([CH3:49])[CH3:48])([O:40][C:41]([CH3:44])([CH3:43])[CH3:42])=[O:39].C(N(CC)CC)C.C1C=C2N=NN(O)C2=CC=1.O.CCN=C=NCCCN(C)C.Cl. The catalyst is CN(C=O)C. The yield is 0.820. (10) The reactants are [C:1]([C:3]1[CH:12]=[CH:11][C:10]2[NH:9][C:8](=[O:13])[C:7]3[S:14][CH:15]=[CH:16][C:6]=3[C:5]=2[C:4]=1[C:17]1[CH:31]=[CH:30][C:20]([CH2:21][NH:22]C(=O)OC(C)(C)C)=[CH:19][CH:18]=1)#[N:2].[ClH:32]. No catalyst specified. The product is [ClH:32].[NH2:22][CH2:21][C:20]1[CH:30]=[CH:31][C:17]([C:4]2[C:5]3[C:6]4[CH:16]=[CH:15][S:14][C:7]=4[C:8](=[O:13])[NH:9][C:10]=3[CH:11]=[CH:12][C:3]=2[C:1]#[N:2])=[CH:18][CH:19]=1. The yield is 0.740.